Dataset: Forward reaction prediction with 1.9M reactions from USPTO patents (1976-2016). Task: Predict the product of the given reaction. (1) Given the reactants [C:1]1([CH3:25])[CH:6]=[CH:5][C:4]([S:7]([N:10]2[CH:14]=[CH:13][C:12](/[C:15](=[N:18]/[S:19]([C:21]([CH3:24])([CH3:23])[CH3:22])=[O:20])/[CH2:16][CH3:17])=[N:11]2)(=[O:9])=[O:8])=[CH:3][CH:2]=1.CCC(C)[BH-](C(C)CC)C(C)CC.[Li+], predict the reaction product. The product is: [C:1]1([CH3:25])[CH:2]=[CH:3][C:4]([S:7]([N:10]2[CH:14]=[CH:13][C:12]([C@@H:15]([NH:18][S:19]([C:21]([CH3:24])([CH3:23])[CH3:22])=[O:20])[CH2:16][CH3:17])=[N:11]2)(=[O:9])=[O:8])=[CH:5][CH:6]=1. (2) Given the reactants Cl.[Cl:2][C:3]1[CH:8]=[CH:7][CH:6]=[C:5]([Cl:9])[C:4]=1[NH:10][NH2:11].C(=O)([O-])[O-].[K+].[K+].C([O:20][CH:21]=[C:22]([C:28](OCC)=O)[C:23]([O:25][CH2:26][CH3:27])=[O:24])C, predict the reaction product. The product is: [Cl:2][C:3]1[CH:8]=[CH:7][CH:6]=[C:5]([Cl:9])[C:4]=1[N:10]1[C:21](=[O:20])[C:22]([C:23]([O:25][CH2:26][CH3:27])=[O:24])=[CH:28][NH:11]1. (3) Given the reactants [F:1][C:2]1[C:7]([F:8])=[CH:6][CH:5]=[CH:4][C:3]=1[NH:9][C:10]([C:13]1[C:21]2[C:16](=[N:17][CH:18]=[CH:19][CH:20]=2)[NH:15][CH:14]=1)=[N:11][NH2:12].[N:22]([O-])=O.[Na+].[OH-].[Na+], predict the reaction product. The product is: [F:1][C:2]1[C:7]([F:8])=[CH:6][CH:5]=[CH:4][C:3]=1[N:9]1[C:10]([C:13]2[C:21]3[C:16](=[N:17][CH:18]=[CH:19][CH:20]=3)[NH:15][CH:14]=2)=[N:11][N:12]=[N:22]1. (4) Given the reactants [Cl:1][C:2]1[CH:3]=[CH:4][CH:5]=[C:6]2[C:11]=1[N:10]=[C:9]([C:12]1[CH:17]=[CH:16][CH:15]=[CH:14][C:13]=1[Cl:18])[C:8]([CH2:19][NH:20][C:21]1[C:26]([F:27])=[CH:25][N:24]=[C:23]([N:28]=C(C3C=CC=CC=3)C3C=CC=CC=3)[N:22]=1)=[CH:7]2.CC([O-])=O.[Na+].Cl.NO, predict the reaction product. The product is: [Cl:1][C:2]1[CH:3]=[CH:4][CH:5]=[C:6]2[C:11]=1[N:10]=[C:9]([C:12]1[CH:17]=[CH:16][CH:15]=[CH:14][C:13]=1[Cl:18])[C:8]([CH2:19][NH:20][C:21]1[C:26]([F:27])=[CH:25][N:24]=[C:23]([NH2:28])[N:22]=1)=[CH:7]2. (5) Given the reactants [Cl:1][C:2]1[CH:3]=[C:4]2[C:8](=[CH:9][CH:10]=1)[C:7](=[O:11])[N:6]([C:12]1[CH:13]=[N:14][CH:15]=[C:16](I)[CH:17]=1)[C:5]2([CH3:20])[CH3:19].[C:21]([O:25][C:26]([N:28]1[CH2:31][CH:30]([NH2:32])[CH2:29]1)=[O:27])([CH3:24])([CH3:23])[CH3:22].C([O-])([O-])=O.[Cs+].[Cs+].C(C1CCCCC1=O)(=O)C(C)C, predict the reaction product. The product is: [C:21]([O:25][C:26]([N:28]1[CH2:31][CH:30]([NH:32][C:16]2[CH:15]=[N:14][CH:13]=[C:12]([N:6]3[C:7](=[O:11])[C:8]4[C:4](=[CH:3][C:2]([Cl:1])=[CH:10][CH:9]=4)[C:5]3([CH3:20])[CH3:19])[CH:17]=2)[CH2:29]1)=[O:27])([CH3:24])([CH3:22])[CH3:23]. (6) Given the reactants Br[CH2:2][C:3]([C:5]1[CH:10]=[CH:9][CH:8]=[C:7]([O:11][CH3:12])[CH:6]=1)=[O:4].[I:13][C:14]1[CH:19]=[CH:18][C:17]([OH:20])=[CH:16][CH:15]=1.C(=O)([O-])[O-].[K+].[K+].Cl, predict the reaction product. The product is: [I:13][C:14]1[CH:19]=[CH:18][C:17]([O:20][CH2:2][C:3]([C:5]2[CH:10]=[CH:9][CH:8]=[C:7]([O:11][CH3:12])[CH:6]=2)=[O:4])=[CH:16][CH:15]=1. (7) Given the reactants [F:1][C:2]1[CH:7]=[CH:6][CH:5]=[CH:4][C:3]=1[N:8]1[C:17]2[C:12](=[CH:13][CH:14]=[CH:15][CH:16]=2)[N:11]=[C:10]([N:18]2[CH2:23][CH2:22][NH:21][CH2:20][CH2:19]2)[C:9]1=[O:24].[ClH:25].CCOCC.CO, predict the reaction product. The product is: [ClH:25].[F:1][C:2]1[CH:7]=[CH:6][CH:5]=[CH:4][C:3]=1[N:8]1[C:17]2[C:12](=[CH:13][CH:14]=[CH:15][CH:16]=2)[N:11]=[C:10]([N:18]2[CH2:19][CH2:20][NH:21][CH2:22][CH2:23]2)[C:9]1=[O:24]. (8) Given the reactants C(OC([N:8]1[CH2:13][CH2:12][N:11]([C:14]2[O:15][C:16]3[CH:22]=[CH:21][CH:20]=[CH:19][C:17]=3[N:18]=2)[CH2:10][CH2:9]1)=O)(C)(C)C.[ClH:23], predict the reaction product. The product is: [ClH:23].[N:11]1([C:14]2[O:15][C:16]3[CH:22]=[CH:21][CH:20]=[CH:19][C:17]=3[N:18]=2)[CH2:12][CH2:13][NH:8][CH2:9][CH2:10]1. (9) Given the reactants [CH3:1][O:2][C:3]1[C:4]([CH3:34])=[C:5]([C:25]([O:32][CH3:33])=[C:26]([O:30][CH3:31])[C:27]=1[O:28][CH3:29])[CH2:6][C:7]1[CH:8]=[CH:9][C:10]([C:17]2[CH:22]=[CH:21][CH:20]=[CH:19][C:18]=2[O:23][CH3:24])=[C:11]([CH:16]=1)[C:12]([O:14]C)=[O:13], predict the reaction product. The product is: [CH3:1][O:2][C:3]1[C:4]([CH3:34])=[C:5]([C:25]([O:32][CH3:33])=[C:26]([O:30][CH3:31])[C:27]=1[O:28][CH3:29])[CH2:6][C:7]1[CH:8]=[CH:9][C:10]([C:17]2[CH:22]=[CH:21][CH:20]=[CH:19][C:18]=2[O:23][CH3:24])=[C:11]([CH:16]=1)[C:12]([OH:14])=[O:13]. (10) Given the reactants Cl[C:2]1[C:3]2[CH2:17][CH2:16][CH2:15][C:4]=2[N:5]=[C:6]([C:8]2[CH:13]=[CH:12][CH:11]=[C:10]([Cl:14])[CH:9]=2)[N:7]=1.[NH2:18][C:19]1[CH:24]=[CH:23][C:22]([CH2:25][CH2:26][CH2:27][OH:28])=[CH:21][CH:20]=1.[OH-].[Li+], predict the reaction product. The product is: [Cl:14][C:10]1[CH:9]=[C:8]([C:6]2[N:7]=[C:2]([NH:18][C:19]3[CH:20]=[CH:21][C:22]([CH2:25][CH2:26][CH2:27][OH:28])=[CH:23][CH:24]=3)[C:3]3[CH2:17][CH2:16][CH2:15][C:4]=3[N:5]=2)[CH:13]=[CH:12][CH:11]=1.